The task is: Predict which catalyst facilitates the given reaction.. This data is from Catalyst prediction with 721,799 reactions and 888 catalyst types from USPTO. (1) Reactant: [Cl:1][C:2]1[CH:17]=[CH:16][C:5]([O:6][C:7]2[N:12]=[CH:11][C:10]([CH2:13][C:14]#[N:15])=[CH:9][CH:8]=2)=[CH:4][CH:3]=1.N.[H][H]. Product: [Cl:1][C:2]1[CH:3]=[CH:4][C:5]([O:6][C:7]2[N:12]=[CH:11][C:10]([CH2:13][CH2:14][NH2:15])=[CH:9][CH:8]=2)=[CH:16][CH:17]=1. The catalyst class is: 470. (2) Reactant: [Cl:1][C:2]1[CH:11]=[CH:10][C:5]2[N:6]=[C:7]([NH2:9])[S:8][C:4]=2[CH:3]=1.[CH2:12]([N:14]=[C:15]=[O:16])[CH3:13].C(N(CC)CC)C. Product: [Cl:1][C:2]1[CH:11]=[CH:10][C:5]2[N:6]=[C:7]([NH:9][C:15]([NH:14][CH2:12][CH3:13])=[O:16])[S:8][C:4]=2[CH:3]=1. The catalyst class is: 3.